From a dataset of Reaction yield outcomes from USPTO patents with 853,638 reactions. Predict the reaction yield, written as a fraction of the theoretical maximum amount of product (1.0 means a 100% yield; for example, 0.34 means a 34% yield). (1) The reactants are Br[C:2]1[CH:3]=[C:4]([N+:9]([O-:11])=[O:10])[C:5]([NH2:8])=[N:6][CH:7]=1.[C:12]1(B(O)O)[CH:17]=[CH:16][CH:15]=[CH:14][CH:13]=1.C(=O)([O-])[O-].[Na+].[Na+]. The catalyst is C1C=CC([P]([Pd]([P](C2C=CC=CC=2)(C2C=CC=CC=2)C2C=CC=CC=2)([P](C2C=CC=CC=2)(C2C=CC=CC=2)C2C=CC=CC=2)[P](C2C=CC=CC=2)(C2C=CC=CC=2)C2C=CC=CC=2)(C2C=CC=CC=2)C2C=CC=CC=2)=CC=1.C(COC)OC. The product is [N+:9]([C:4]1[C:5]([NH2:8])=[N:6][CH:7]=[C:2]([C:12]2[CH:17]=[CH:16][CH:15]=[CH:14][CH:13]=2)[CH:3]=1)([O-:11])=[O:10]. The yield is 0.460. (2) The reactants are [NH:1]1[CH2:6][CH2:5][O:4][CH2:3][CH2:2]1.[N:7]1[C:14]([Cl:15])=[N:13][C:11](Cl)=[N:10][C:8]=1[Cl:9]. The catalyst is C(Cl)(Cl)Cl.O. The product is [Cl:9][C:8]1[N:7]=[C:14]([Cl:15])[N:13]=[C:11]([N:1]2[CH2:6][CH2:5][O:4][CH2:3][CH2:2]2)[N:10]=1. The yield is 0.390. (3) The reactants are [C:1]1([CH2:7][C:8](=[O:10])[CH3:9])[CH:6]=[CH:5][CH:4]=[CH:3][CH:2]=1.[Na].[CH:12](OCC)=[O:13].O. The catalyst is C(OCC)C. The product is [OH:13]/[CH:12]=[CH:9]/[C:8](=[O:10])[CH2:7][C:1]1[CH:6]=[CH:5][CH:4]=[CH:3][CH:2]=1. The yield is 0.570. (4) The reactants are [I:1][C:2]1[CH:7]=[C:6]([N+:8]([O-])=O)[C:5]([N+:11]([O-])=O)=[CH:4][C:3]=1[I:14].Cl.C(N(CC(O)=O)CC(O)=O)CN(CC(O)=O)CC(O)=O.[OH-].[K+]. The catalyst is [Fe].CCO. The product is [NH2:8][C:6]1[CH:7]=[C:2]([I:1])[C:3]([I:14])=[CH:4][C:5]=1[NH2:11]. The yield is 0.660. (5) The reactants are [H-].[Na+].[CH2:3]([O:5][CH:6]([O:8][CH:9]1[CH2:21][CH2:20][C:19]([O:23][CH:24]([O:26][CH2:27][CH3:28])[CH3:25])([CH3:22])[CH:18]([OH:29])[CH:17]=[CH:16][CH:15]([CH3:30])[CH:14](/[C:31](/[CH3:58])=[CH:32]/[CH:33]=[CH:34]/[C:35]([O:52][CH:53]([O:55][CH2:56][CH3:57])[CH3:54])([CH3:51])[CH2:36][CH:37]2[O:50][CH:38]2[CH:39]([CH3:49])[CH:40]([O:43][CH:44]([O:46][CH2:47][CH3:48])[CH3:45])[CH2:41][CH3:42])[O:13][C:11](=[O:12])[CH2:10]1)[CH3:7])[CH3:4].[CH:59]([N:62]=[C:63]=[S:64])([CH3:61])[CH3:60].O. The catalyst is O1CCCC1.C(OCC)(=O)C. The product is [CH2:3]([O:5][CH:6]([O:8][CH:9]1[CH2:21][CH2:20][C:19]([O:23][CH:24]([O:26][CH2:27][CH3:28])[CH3:25])([CH3:22])[CH:18]([O:29][C:63](=[S:64])[NH:62][CH:59]([CH3:61])[CH3:60])[CH:17]=[CH:16][CH:15]([CH3:30])[CH:14](/[C:31](/[CH3:58])=[CH:32]/[CH:33]=[CH:34]/[C:35]([O:52][CH:53]([O:55][CH2:56][CH3:57])[CH3:54])([CH3:51])[CH2:36][CH:37]2[O:50][CH:38]2[CH:39]([CH3:49])[CH:40]([O:43][CH:44]([O:46][CH2:47][CH3:48])[CH3:45])[CH2:41][CH3:42])[O:13][C:11](=[O:12])[CH2:10]1)[CH3:7])[CH3:4]. The yield is 0.600. (6) The reactants are CCN=C=N[CH2:6][CH2:7][CH2:8][N:9](C)C.C1C=CC2N([OH:21])N=NC=2C=1.[C:22]([NH:29][C@H:30]([C:38]([OH:40])=O)[CH2:31][C:32]1[CH:37]=[CH:36][CH:35]=[CH:34][CH:33]=1)([O:24][C:25]([CH3:28])([CH3:27])[CH3:26])=[O:23].N[C:42]12[C:60]3[C:55](=[CH:56][CH:57]=[CH:58][CH:59]=3)[C:54](=[O:61])C1(O)C1[C:49]([O:50]2)=[CH:48][C:47]([CH:51]([CH3:53])[CH3:52])=[CH:46]C=1. The catalyst is C(Cl)Cl. The product is [OH:21][C:42]12[C:60]3[C:55](=[CH:56][CH:57]=[CH:58][CH:59]=3)[C:54](=[O:61])[C:8]1([NH:9][C:38](=[O:40])[C@H:30]([NH:29][C:22](=[O:23])[O:24][C:25]([CH3:26])([CH3:27])[CH3:28])[CH2:31][C:32]1[CH:33]=[CH:34][CH:35]=[CH:36][CH:37]=1)[C:7]1[CH:6]=[CH:46][C:47]([CH:51]([CH3:53])[CH3:52])=[CH:48][C:49]=1[O:50]2. The yield is 0.870.